This data is from Cav3 T-type calcium channel HTS with 100,875 compounds. The task is: Binary Classification. Given a drug SMILES string, predict its activity (active/inactive) in a high-throughput screening assay against a specified biological target. (1) The drug is Brc1ccc(C(=O)CCN2CC(CCC2)C)cc1. The result is 0 (inactive). (2) The drug is Fc1c(C(=O)Nc2c(N3CCCC3)ccc(C(=O)N3CCCC3)c2)cccc1. The result is 0 (inactive).